Dataset: Catalyst prediction with 721,799 reactions and 888 catalyst types from USPTO. Task: Predict which catalyst facilitates the given reaction. Reactant: CCN(C(C)C)C(C)C.[CH:10]1[CH:19]=[N:18][C:17]2[C:12](=[C:13]([N+:21]([O-:23])=[O:22])[CH:14]=[CH:15][C:16]=2[OH:20])[CH:11]=1.[C:24](O[C:24]([O:26][C:27]([CH3:30])([CH3:29])[CH3:28])=[O:25])([O:26][C:27]([CH3:30])([CH3:29])[CH3:28])=[O:25]. Product: [N+:21]([C:13]1[CH:14]=[CH:15][C:16]([O:20][C:24]([O:26][C:27]([CH3:30])([CH3:29])[CH3:28])=[O:25])=[C:17]2[C:12]=1[CH:11]=[CH:10][CH:19]=[N:18]2)([O-:23])=[O:22]. The catalyst class is: 142.